Predict the reactants needed to synthesize the given product. From a dataset of Full USPTO retrosynthesis dataset with 1.9M reactions from patents (1976-2016). Given the product [CH3:9][C:7]1[CH:8]=[N:4][N:5]([C:14]([CH2:13][CH2:12][C:11]([F:19])([F:20])[F:10])([C:17]#[N:18])[C:15]#[N:16])[CH:6]=1, predict the reactants needed to synthesize it. The reactants are: Cl.ClC[N:4]1[CH:8]=[C:7]([CH3:9])[CH:6]=[N:5]1.[F:10][C:11]([F:20])([F:19])[CH2:12][CH2:13][CH:14]([C:17]#[N:18])[C:15]#[N:16].C(=O)([O-])[O-].[K+].[K+].O.